Dataset: Forward reaction prediction with 1.9M reactions from USPTO patents (1976-2016). Task: Predict the product of the given reaction. Given the reactants [N+:1]([C:4]1[CH:9]=[CH:8][C:7]([C:10]2[NH:14][C:13]([C@@H:15]3[CH2:19][CH2:18][CH2:17][N:16]3C(OC(C)(C)C)=O)=[N:12][CH:11]=2)=[CH:6][CH:5]=1)([O-:3])=[O:2], predict the reaction product. The product is: [N+:1]([C:4]1[CH:9]=[CH:8][C:7]([C:10]2[NH:14][C:13]([C@@H:15]3[CH2:19][CH2:18][CH2:17][NH:16]3)=[N:12][CH:11]=2)=[CH:6][CH:5]=1)([O-:3])=[O:2].